From a dataset of Full USPTO retrosynthesis dataset with 1.9M reactions from patents (1976-2016). Predict the reactants needed to synthesize the given product. (1) Given the product [Cl:33][C:23]1[C:22]([N:19]([CH2:20][CH3:21])[C:17](=[O:18])[CH2:16][N:7]2[CH2:8][CH2:9][CH:5]([CH2:4][CH2:3][C:2]([F:1])([F:11])[F:12])[C:6]2=[O:10])=[CH:26][N:25]([C:27]2[CH:28]=[N:29][CH:30]=[CH:31][CH:32]=2)[N:24]=1, predict the reactants needed to synthesize it. The reactants are: [F:1][C:2]([F:12])([F:11])[CH2:3][CH2:4][CH:5]1[CH2:9][CH2:8][NH:7][C:6]1=[O:10].[H-].[Na+].Cl[CH2:16][C:17]([N:19]([C:22]1[C:23]([Cl:33])=[N:24][N:25]([C:27]2[CH:28]=[N:29][CH:30]=[CH:31][CH:32]=2)[CH:26]=1)[CH2:20][CH3:21])=[O:18]. (2) Given the product [NH2:26][C:22]1[C:21]2[C:50](=[N:49][C:51](=[O:52])[N:41]=2)[CH:25]=[CH:24][CH:23]=1, predict the reactants needed to synthesize it. The reactants are: CCCC[C@H]1C(=O)O[C@H](C)[C@H](NC(C2[CH:25]=[CH:24][CH:23]=[C:22]([NH:26]C=O)[C:21]=2O)=O)C(=O)O[C@@H](C)[C@@H]1OC(C(CC)C)=O.ClCC[N:41]1CCCC1.[H-].[Na+].C[N:49]([CH:51]=[O:52])[CH3:50]. (3) The reactants are: Cl.[CH3:2][S:3]([NH:6][C:7]1[N:12]=[C:11]2[NH:13][C:14]([C:16]([OH:18])=[O:17])=[CH:15][C:10]2=[CH:9][CH:8]=1)(=[O:5])=[O:4].[Cl:19]C1N=CC2C=C(C(O)=O)NC=2C=1. Given the product [ClH:19].[CH3:2][S:3]([NH:6][C:7]1[N:12]=[CH:11][C:10]2[CH:15]=[C:14]([C:16]([OH:18])=[O:17])[NH:13][C:9]=2[CH:8]=1)(=[O:5])=[O:4], predict the reactants needed to synthesize it. (4) Given the product [ClH:14].[Cl:14][C:15]1[CH:16]=[C:17]([O:11][CH:10]2[CH2:9][CH2:8][N:7]([CH3:12])[CH2:6][C:5]3[S:13][C:2]([CH3:1])=[CH:3][C:4]2=3)[CH:18]=[CH:19][C:20]=1[Cl:21], predict the reactants needed to synthesize it. The reactants are: [CH3:1][C:2]1[S:13][C:5]2[CH2:6][N:7]([CH3:12])[CH2:8][CH2:9][CH:10]([OH:11])[C:4]=2[CH:3]=1.[Cl:14][C:15]1[CH:16]=[C:17](F)[CH:18]=[CH:19][C:20]=1[Cl:21]. (5) The reactants are: [CH3:1][C:2]1[CH:3]=[C:4]2[C:8](=[C:9]([NH:11][CH:12]3[CH2:17][CH2:16][NH:15][CH2:14][CH2:13]3)[CH:10]=1)[NH:7][C:6]([C:18]1[CH:23]=[CH:22][CH:21]=[CH:20][CH:19]=1)=[CH:5]2.[OH:24][CH2:25][C:26](O)=[O:27].C(Cl)CCl.C1C=CC2N(O)N=NC=2C=1.CCN(CC)CC.C([O-])(O)=O.[Na+]. Given the product [OH:27][CH2:26][C:25]([N:15]1[CH2:14][CH2:13][CH:12]([NH:11][C:9]2[CH:10]=[C:2]([CH3:1])[CH:3]=[C:4]3[C:8]=2[NH:7][C:6]([C:18]2[CH:23]=[CH:22][CH:21]=[CH:20][CH:19]=2)=[CH:5]3)[CH2:17][CH2:16]1)=[O:24], predict the reactants needed to synthesize it. (6) Given the product [Br:11][C:12]1[CH:17]=[CH:16][C:15]([S:9][CH2:7][C:1]([OH:2])=[O:4])=[C:14]([N+:19]([O-:21])=[O:20])[CH:13]=1, predict the reactants needed to synthesize it. The reactants are: [C:1](=[O:4])([O-])[O-:2].[K+].[K+].[C:7](O)(=[S:9])C.[Br:11][C:12]1[CH:17]=[CH:16][C:15](F)=[C:14]([N+:19]([O-:21])=[O:20])[CH:13]=1. (7) Given the product [OH:12][CH:5]1[CH:4]2[CH:8]([O:9][C:2]([CH3:13])([CH3:1])[O:3]2)[O:7][CH:6]1[CH2:10][O:11][C:14](=[O:21])[C:15]1[CH:20]=[CH:19][CH:18]=[CH:17][CH:16]=1, predict the reactants needed to synthesize it. The reactants are: [CH3:1][C:2]1([CH3:13])[O:9][C@@H:8]2[C@@H:4]([C@@H:5]([OH:12])[C@@H:6]([CH2:10][OH:11])[O:7]2)[O:3]1.[C:14](Cl)(=[O:21])[C:15]1[CH:20]=[CH:19][CH:18]=[CH:17][CH:16]=1.